This data is from HIV replication inhibition screening data with 41,000+ compounds from the AIDS Antiviral Screen. The task is: Binary Classification. Given a drug SMILES string, predict its activity (active/inactive) in a high-throughput screening assay against a specified biological target. (1) The drug is CCOC(=O)CCC(NC(=O)C(Cc1ccc([N+](=O)[O-])cc1)NC(=O)OC(C)(C)C)C(=O)NC(CCC(=O)OCC)C(=O)OCC. The result is 0 (inactive). (2) The molecule is CN(C)C(=S)Nc1ccc(Cl)cc1. The result is 0 (inactive). (3) The compound is Cc1ccc2c(c1C)C(=O)C(=Cc1ccccc1C(=O)O)C2. The result is 0 (inactive).